Dataset: Experimentally validated miRNA-target interactions with 360,000+ pairs, plus equal number of negative samples. Task: Binary Classification. Given a miRNA mature sequence and a target amino acid sequence, predict their likelihood of interaction. The miRNA is hsa-miR-215-5p with sequence AUGACCUAUGAAUUGACAGAC. The protein sequence of the target gene is MSLRQRLAQLVGRLQDPQKVARFQRLCGVEAPPRRSADRREDEKAEAPLAGDPRLRGRQPGAPGGPQPPGSDRNQCPAKPDGGGAPNGVRNGLAAELGPASPRRAGALRRNSLTGEEGQLARVSNWPLYCLFCFGTELGNELFYILFFPFWIWNLDPLVGRRLVVIWVLVMYLGQCTKDIIRWPRPASPPVVKLEVFYNSEYSMPSTHAMSGTAIPISMVLLTYGRWQYPLIYGLILIPCWCSLVCLSRIYMGMHSILDIIAGFLYTILILAVFYPFVDLIDNFNQTHKYAPFIIIGLHL.... Result: 1 (interaction).